This data is from Reaction yield outcomes from USPTO patents with 853,638 reactions. The task is: Predict the reaction yield, written as a fraction of the theoretical maximum amount of product (1.0 means a 100% yield; for example, 0.34 means a 34% yield). The reactants are Cl[C:2]1[N:7]=[C:6]([C:8]([OH:10])=[O:9])[CH:5]=[CH:4][CH:3]=1.[F:11][C:12]([F:16])([F:15])[CH2:13][OH:14].[OH-].[K+].Cl. The catalyst is CS(C)=O.O. The product is [F:11][C:12]([F:16])([F:15])[CH2:13][O:14][C:2]1[N:7]=[C:6]([C:8]([OH:10])=[O:9])[CH:5]=[CH:4][CH:3]=1. The yield is 0.900.